Task: Predict hERG channel inhibition at various concentrations.. Dataset: hERG Central: cardiac toxicity at 1µM, 10µM, and general inhibition (1) The drug is CCCn1c(N2CCN(C(=O)NCc3ccccc3)CC2)nc2ccccc21. Results: hERG_inhib (hERG inhibition (general)): blocker. (2) The drug is CCCc1cc(NCCCCO)n2c(nc3ccccc32)c1C#N. Results: hERG_inhib (hERG inhibition (general)): blocker. (3) The molecule is CC1c2cccn2CCN1S(=O)(=O)c1ccc(F)cc1. Results: hERG_inhib (hERG inhibition (general)): blocker. (4) The drug is CCn1cc(CN2CCCC(C(=O)c3ccc(-c4ccccc4)cc3)C2)cn1. Results: hERG_inhib (hERG inhibition (general)): blocker.